Dataset: NCI-60 drug combinations with 297,098 pairs across 59 cell lines. Task: Regression. Given two drug SMILES strings and cell line genomic features, predict the synergy score measuring deviation from expected non-interaction effect. (1) Drug 1: CNC(=O)C1=CC=CC=C1SC2=CC3=C(C=C2)C(=NN3)C=CC4=CC=CC=N4. Drug 2: C1CCN(CC1)CCOC2=CC=C(C=C2)C(=O)C3=C(SC4=C3C=CC(=C4)O)C5=CC=C(C=C5)O. Cell line: K-562. Synergy scores: CSS=46.3, Synergy_ZIP=-0.234, Synergy_Bliss=1.58, Synergy_Loewe=-3.64, Synergy_HSA=1.42. (2) Drug 1: CN(CCCl)CCCl.Cl. Drug 2: CC1C(C(CC(O1)OC2CC(CC3=C2C(=C4C(=C3O)C(=O)C5=CC=CC=C5C4=O)O)(C(=O)C)O)N)O. Cell line: NCI-H226. Synergy scores: CSS=44.4, Synergy_ZIP=-4.40, Synergy_Bliss=-1.58, Synergy_Loewe=-20.2, Synergy_HSA=1.64. (3) Drug 1: CC1=C(N=C(N=C1N)C(CC(=O)N)NCC(C(=O)N)N)C(=O)NC(C(C2=CN=CN2)OC3C(C(C(C(O3)CO)O)O)OC4C(C(C(C(O4)CO)O)OC(=O)N)O)C(=O)NC(C)C(C(C)C(=O)NC(C(C)O)C(=O)NCCC5=NC(=CS5)C6=NC(=CS6)C(=O)NCCC[S+](C)C)O. Drug 2: COC1=C2C(=CC3=C1OC=C3)C=CC(=O)O2. Cell line: SW-620. Synergy scores: CSS=7.03, Synergy_ZIP=-1.93, Synergy_Bliss=4.72, Synergy_Loewe=-3.34, Synergy_HSA=2.54. (4) Drug 1: C1=CC(=C2C(=C1NCCNCCO)C(=O)C3=C(C=CC(=C3C2=O)O)O)NCCNCCO. Drug 2: C1=NC2=C(N=C(N=C2N1C3C(C(C(O3)CO)O)O)F)N. Cell line: NCI-H522. Synergy scores: CSS=50.3, Synergy_ZIP=0.451, Synergy_Bliss=-3.76, Synergy_Loewe=-21.1, Synergy_HSA=-1.12. (5) Drug 1: C1CC(=O)NC(=O)C1N2CC3=C(C2=O)C=CC=C3N. Drug 2: CC1=C(C=C(C=C1)C(=O)NC2=CC(=CC(=C2)C(F)(F)F)N3C=C(N=C3)C)NC4=NC=CC(=N4)C5=CN=CC=C5. Cell line: MOLT-4. Synergy scores: CSS=-4.24, Synergy_ZIP=5.61, Synergy_Bliss=6.11, Synergy_Loewe=0.620, Synergy_HSA=-0.882. (6) Cell line: M14. Drug 1: CC1=C(C=C(C=C1)NC2=NC=CC(=N2)N(C)C3=CC4=NN(C(=C4C=C3)C)C)S(=O)(=O)N.Cl. Synergy scores: CSS=26.8, Synergy_ZIP=-7.62, Synergy_Bliss=-3.63, Synergy_Loewe=-31.8, Synergy_HSA=-6.40. Drug 2: COC1=CC(=CC(=C1O)OC)C2C3C(COC3=O)C(C4=CC5=C(C=C24)OCO5)OC6C(C(C7C(O6)COC(O7)C8=CC=CS8)O)O. (7) Drug 1: C1=CC(=CC=C1CCCC(=O)O)N(CCCl)CCCl. Drug 2: CC12CCC3C(C1CCC2OP(=O)(O)O)CCC4=C3C=CC(=C4)OC(=O)N(CCCl)CCCl.[Na+]. Cell line: NCI-H226. Synergy scores: CSS=10.1, Synergy_ZIP=-4.71, Synergy_Bliss=-0.767, Synergy_Loewe=-3.97, Synergy_HSA=-1.43. (8) Drug 1: C1=CN(C(=O)N=C1N)C2C(C(C(O2)CO)O)O.Cl. Drug 2: CCCCCOC(=O)NC1=NC(=O)N(C=C1F)C2C(C(C(O2)C)O)O. Cell line: OVCAR3. Synergy scores: CSS=5.11, Synergy_ZIP=-0.624, Synergy_Bliss=2.40, Synergy_Loewe=-9.30, Synergy_HSA=-3.33.